From a dataset of Peptide-MHC class II binding affinity with 134,281 pairs from IEDB. Regression. Given a peptide amino acid sequence and an MHC pseudo amino acid sequence, predict their binding affinity value. This is MHC class II binding data. (1) The peptide sequence is WMTGRMGERQLQKIE. The MHC is DRB1_1101 with pseudo-sequence DRB1_1101. The binding affinity (normalized) is 0.509. (2) The peptide sequence is PPTVTIFKISKTVSE. The MHC is HLA-DQA10201-DQB10202 with pseudo-sequence HLA-DQA10201-DQB10202. The binding affinity (normalized) is 0.126. (3) The peptide sequence is SNEPTAAAIAYGLDR. The MHC is HLA-DQA10401-DQB10402 with pseudo-sequence HLA-DQA10401-DQB10402. The binding affinity (normalized) is 0.560. (4) The peptide sequence is GRGGWCYYAAAQKEV. The MHC is DRB4_0103 with pseudo-sequence DRB4_0103. The binding affinity (normalized) is 0.538. (5) The peptide sequence is LQFAKLTGFTLMGKG. The MHC is HLA-DPA10201-DPB11401 with pseudo-sequence HLA-DPA10201-DPB11401. The binding affinity (normalized) is 0.336. (6) The peptide sequence is QVKVPKGAPCRIPVI. The MHC is DRB1_1302 with pseudo-sequence DRB1_1302. The binding affinity (normalized) is 0. (7) The peptide sequence is NSLLFIPDIKLAIDN. The MHC is DRB3_0101 with pseudo-sequence DRB3_0101. The binding affinity (normalized) is 0.645. (8) The binding affinity (normalized) is 0. The peptide sequence is HTMWHVTRGAFLVRNHHHHHH. The MHC is HLA-DQA10103-DQB10603 with pseudo-sequence HLA-DQA10103-DQB10603.